Dataset: Full USPTO retrosynthesis dataset with 1.9M reactions from patents (1976-2016). Task: Predict the reactants needed to synthesize the given product. Given the product [Br:20][C:21]1[S:25][C:24]([CH2:26][NH:1][C:2]2[N:19]=[CH:18][CH:17]=[CH:16][C:3]=2[C:4]([NH:6][C@H:7]([C:9]2[CH:10]=[CH:11][C:12]([F:15])=[CH:13][CH:14]=2)[CH3:8])=[O:5])=[CH:23][CH:22]=1, predict the reactants needed to synthesize it. The reactants are: [NH2:1][C:2]1[N:19]=[CH:18][CH:17]=[CH:16][C:3]=1[C:4]([NH:6][C@H:7]([C:9]1[CH:14]=[CH:13][C:12]([F:15])=[CH:11][CH:10]=1)[CH3:8])=[O:5].[Br:20][C:21]1[S:25][C:24]([CH:26]=O)=[CH:23][CH:22]=1.[BH4-].[Na+].